This data is from Reaction yield outcomes from USPTO patents with 853,638 reactions. The task is: Predict the reaction yield, written as a fraction of the theoretical maximum amount of product (1.0 means a 100% yield; for example, 0.34 means a 34% yield). (1) The reactants are [F:1][C:2]([F:19])([F:18])[O:3][C:4]1[CH:9]=[CH:8][C:7]([C:10]2[N:15]=[CH:14][C:13]([CH2:16]O)=[CH:12][CH:11]=2)=[CH:6][CH:5]=1.O=S(Cl)[Cl:22]. The catalyst is C(Cl)Cl. The product is [Cl:22][CH2:16][C:13]1[CH:12]=[CH:11][C:10]([C:7]2[CH:8]=[CH:9][C:4]([O:3][C:2]([F:19])([F:18])[F:1])=[CH:5][CH:6]=2)=[N:15][CH:14]=1. The yield is 0.980. (2) The reactants are [CH2:1]([O:3][C:4]1[CH:9]=[CH:8][CH:7]=[CH:6][C:5]=1B(O)O)[CH3:2].[F-].[K+].[N+:15]([C:18]1[CH:23]=[C:22]([N+:24]([O-:26])=[O:25])[CH:21]=[CH:20][C:19]=1Br)([O-:17])=[O:16].C(P(C(C)(C)C)C(C)(C)C)(C)(C)C. The catalyst is C1COCC1.C1C=CC(/C=C/C(/C=C/C2C=CC=CC=2)=O)=CC=1.C1C=CC(/C=C/C(/C=C/C2C=CC=CC=2)=O)=CC=1.C1C=CC(/C=C/C(/C=C/C2C=CC=CC=2)=O)=CC=1.[Pd].[Pd]. The product is [CH2:1]([O:3][C:4]1[CH:9]=[CH:8][CH:7]=[CH:6][C:5]=1[C:19]1[CH:20]=[CH:21][C:22]([N+:24]([O-:26])=[O:25])=[CH:23][C:18]=1[N+:15]([O-:17])=[O:16])[CH3:2]. The yield is 0.820. (3) The reactants are [CH3:1][C@H:2]1[CH2:7][NH:6][C@H:5]([CH3:8])[CH2:4][NH:3]1.CS(O)(=O)=O.C([O-])(=O)C.[K+].Cl[C:20]([O:22][CH2:23][CH3:24])=[O:21]. The catalyst is O.O1CCCC1.C(O)C. The product is [CH3:1][C@H:2]1[CH2:7][NH:6][C@H:5]([CH3:8])[CH2:4][N:3]1[C:20]([O:22][CH2:23][CH3:24])=[O:21]. The yield is 0.740. (4) The reactants are Cl[C:2]1[CH:7]=[C:6]([C:8]([F:11])([F:10])[F:9])[CH:5]=[CH:4][N:3]=1.[Cl:12][C:13]1[CH:18]=[CH:17][CH:16]=[CH:15][C:14]=1B(O)O.O. The catalyst is COCCOC.Cl[Pd](Cl)([P](C1C=CC=CC=1)(C1C=CC=CC=1)C1C=CC=CC=1)[P](C1C=CC=CC=1)(C1C=CC=CC=1)C1C=CC=CC=1. The product is [Cl:12][C:13]1[CH:18]=[CH:17][CH:16]=[CH:15][C:14]=1[C:2]1[CH:7]=[C:6]([C:8]([F:11])([F:10])[F:9])[CH:5]=[CH:4][N:3]=1. The yield is 0.890. (5) The reactants are [F:1][C:2]([F:14])([F:13])[C:3]1[CH:8]=[CH:7][C:6]([C:9](=[O:12])[CH2:10][CH3:11])=[CH:5][CH:4]=1.[Br:15]Br. The catalyst is C(O)(=O)C. The product is [Br:15][CH:10]([CH3:11])[C:9]([C:6]1[CH:5]=[CH:4][C:3]([C:2]([F:13])([F:14])[F:1])=[CH:8][CH:7]=1)=[O:12]. The yield is 0.920. (6) The reactants are [Br:1][C:2]1[C:3]([O:18][C:19]2[C:24]([CH3:25])=[CH:23][C:22]([C:26]#[N:27])=[CH:21][C:20]=2[CH3:28])=[N:4][C:5]([NH:9][C:10]2[CH:17]=[CH:16][C:13]([C:14]#[N:15])=[CH:12][CH:11]=2)=[N:6][C:7]=1Cl.[CH3:29][O:30][NH2:31].[OH-].[Na+]. The catalyst is O1CCCC1. The product is [Br:1][C:2]1[C:3]([O:18][C:19]2[C:24]([CH3:25])=[CH:23][C:22]([C:26]#[N:27])=[CH:21][C:20]=2[CH3:28])=[N:4][C:5]([NH:9][C:10]2[CH:17]=[CH:16][C:13]([C:14]#[N:15])=[CH:12][CH:11]=2)=[N:6][C:7]=1[NH:31][O:30][CH3:29]. The yield is 0.510. (7) The reactants are [Cl:1][C:2]1[CH:3]=[C:4]2[C:8](=[CH:9][C:10]=1[Cl:11])[NH:7][CH:6]=[C:5]2[CH2:12][C:13]([O:15]CC)=[O:14].[Li+].[OH-].Cl. The catalyst is C1COCC1.O. The product is [Cl:1][C:2]1[CH:3]=[C:4]2[C:8](=[CH:9][C:10]=1[Cl:11])[NH:7][CH:6]=[C:5]2[CH2:12][C:13]([OH:15])=[O:14]. The yield is 0.845.